Predict hERG channel inhibition at various concentrations. From a dataset of hERG Central: cardiac toxicity at 1µM, 10µM, and general inhibition. (1) The drug is CC1CCN(CC(O)COC2CC(C)CC(C)(C)C2)CC1.Cl. Results: hERG_inhib (hERG inhibition (general)): blocker. (2) The molecule is Cc1cc(C(=O)NCC(=O)OCC(=O)Nc2ccc(OC(F)F)cc2)ccc1[N+](=O)[O-]. Results: hERG_inhib (hERG inhibition (general)): blocker. (3) The compound is Cc1ccccc1N1CCN(CCCCN2C(=O)C3CCCN3C2=O)CC1.Cl.O. Results: hERG_inhib (hERG inhibition (general)): blocker. (4) The drug is O=C(CCN1CCN(C/C=C/c2ccccc2)CC1)Nc1ccc(Cl)cc1. Results: hERG_inhib (hERG inhibition (general)): blocker.